This data is from Clinical trial toxicity outcomes and FDA approval status for drugs. The task is: Regression/Classification. Given a drug SMILES string, predict its toxicity properties. Task type varies by dataset: regression for continuous values (e.g., LD50, hERG inhibition percentage) or binary classification for toxic/non-toxic outcomes (e.g., AMES mutagenicity, cardiotoxicity, hepatotoxicity). Dataset: clintox. (1) The molecule is CC(C)/[NH+]=C(N)/[NH+]=C(\N)Nc1ccc(Cl)cc1. The result is 0 (passed clinical trial). (2) The molecule is CCCCC[C@@H](O)CC[C@@H]1[C@@H](O)C[C@H]2Cc3c(cccc3OCC(=O)[O-])C[C@@H]12. The result is 0 (passed clinical trial). (3) The compound is NC(N)=[NH+]CCC[C@H]([NH3+])C(=O)[O-]. The result is 0 (passed clinical trial). (4) The compound is COC(=O)C1=C(C)NC(C)=C(C(=O)OCC[NH+](C)Cc2ccccc2)C1c1cccc([N+](=O)[O-])c1. The result is 0 (passed clinical trial). (5) The molecule is CCCS(=O)(=O)Nc1ccc(F)c(C(=O)c2c[nH]c3ncc(-c4ccc(Cl)cc4)cc23)c1F. The result is 1 (failed clinical trial for toxicity). (6) The drug is CSCC[C@H](NC(=O)[C@H](Cc1c[nH]c2ccccc12)NC(=O)CCNC(=O)OCC(C)C)C(=O)N[C@@H](CC(=O)[O-])C(=O)N[C@@H](Cc1ccccc1)C(N)=O. The result is 0 (passed clinical trial). (7) The result is 0 (passed clinical trial). The drug is CCC(=O)O[C@H]1[C@H](O[C@@H]2[C@@H](C)[C@H](O[C@H]3C[C@@](C)(OC)[C@@H](O)[C@H](C)O3)[C@@H](C)C(=O)O[C@H](CC)[C@@](C)(O)[C@H](O)[C@@H](C)C(=O)[C@H](C)C[C@@]2(C)O)O[C@H](C)C[C@@H]1[NH+](C)C.